The task is: Predict the reaction yield, written as a fraction of the theoretical maximum amount of product (1.0 means a 100% yield; for example, 0.34 means a 34% yield).. This data is from Reaction yield outcomes from USPTO patents with 853,638 reactions. (1) The reactants are [H-].[Al+3].[Li+].[H-].[H-].[H-].[C:7]([N:15]1[CH2:28][CH2:27][C:26]2[C:25]3[CH:24]=[C:23]([C:29]4[CH:34]=[CH:33][CH:32]=[CH:31][CH:30]=4)[CH:22]=[CH:21][C:20]=3[NH:19][C:18]=2[CH2:17][CH2:16]1)(=O)[C:8]1[CH:13]=[CH:12][CH:11]=[CH:10][CH:9]=1.CCOC(C)=O.CCCCCCC. The catalyst is O1CCCC1. The product is [CH2:7]([N:15]1[CH2:28][CH2:27][C:26]2[C:25]3[CH:24]=[C:23]([C:29]4[CH:34]=[CH:33][CH:32]=[CH:31][CH:30]=4)[CH:22]=[CH:21][C:20]=3[NH:19][C:18]=2[CH2:17][CH2:16]1)[C:8]1[CH:9]=[CH:10][CH:11]=[CH:12][CH:13]=1. The yield is 0.710. (2) The reactants are [OH:1][C:2]1[CH:7]=[CH:6][C:5]([N+:8]([O-:10])=[O:9])=[CH:4][N:3]=1.[Cl:11]N1C(=O)CCC1=O.O. The catalyst is CN(C=O)C. The product is [Cl:11][C:7]1[C:2]([OH:1])=[N:3][CH:4]=[C:5]([N+:8]([O-:10])=[O:9])[CH:6]=1. The yield is 0.950. (3) The reactants are [CH3:1][C@H:2]1[C@@H:7]([NH2:8])[CH2:6][CH2:5][O:4][CH2:3]1.CCN(C(C)C)C(C)C.[Cl:18][C:19]1[N:24]=[C:23](Cl)[C:22]([N+:26]([O-:28])=[O:27])=[CH:21][N:20]=1. The catalyst is C1COCC1.CCOC(C)=O. The product is [Cl:18][C:19]1[N:24]=[C:23]([NH:8][C@H:7]2[CH2:6][CH2:5][O:4][CH2:3][C@H:2]2[CH3:1])[C:22]([N+:26]([O-:28])=[O:27])=[CH:21][N:20]=1. The yield is 0.400. (4) The reactants are Br[C:2]1[CH:3]=[C:4]2[C:9](=[CH:10][CH:11]=1)[N:8]=[CH:7][C:6]([C:12]([CH:14]1[CH2:16][CH2:15]1)=[O:13])=[C:5]2[NH:17][C:18]1[CH:19]=[N:20][C:21]([CH2:24][N:25]2[CH2:29][CH2:28][CH2:27][CH2:26]2)=[CH:22][CH:23]=1.[Cl:30][C:31]1[CH:36]=[C:35](B2OC(C)(C)C(C)(C)O2)[CH:34]=[C:33]([Cl:46])[C:32]=1[OH:47]. No catalyst specified. The product is [CH:14]1([C:12]([C:6]2[CH:7]=[N:8][C:9]3[C:4]([C:5]=2[NH:17][C:18]2[CH:19]=[N:20][C:21]([CH2:24][N:25]4[CH2:26][CH2:27][CH2:28][CH2:29]4)=[CH:22][CH:23]=2)=[CH:3][C:2]([C:35]2[CH:36]=[C:31]([Cl:30])[C:32]([OH:47])=[C:33]([Cl:46])[CH:34]=2)=[CH:11][CH:10]=3)=[O:13])[CH2:16][CH2:15]1. The yield is 0.640. (5) The reactants are [CH2:1]([O:3][Si:4](OCC)(OCC)[C:5]1[CH:10]=[CH:9][C:8]([N:11]([C:28]2[CH:33]=[CH:32][C:31]([Si:34](OCC)(OCC)[O:35][CH2:36][CH3:37])=[CH:30][CH:29]=2)[C:12]2[CH:17]=[CH:16][C:15]([Si:18](OCC)(OCC)[O:19][CH2:20][CH3:21])=[CH:14][CH:13]=2)=[CH:7][CH:6]=1)[CH3:2].[CH2:50]([Mg]Br)[CH:51]=[CH2:52].Cl. The catalyst is CCOCC. The product is [CH2:50]([CH:37]([CH2:16][CH:15]=[CH2:14])[CH2:36][O:35][SiH2:34][C:31]1[CH:32]=[CH:33][C:28]([N:11]([C:12]2[CH:13]=[CH:14][C:15]([SiH2:18][O:19][CH2:20][CH:21]([CH2:10][CH:5]=[CH2:6])[CH2:17][CH:12]=[CH2:13])=[CH:16][CH:17]=2)[C:8]2[CH:9]=[CH:10][C:5]([SiH2:4][O:3][CH2:1][CH:2]([CH2:33][CH:28]=[CH2:29])[CH2:9][CH:8]=[CH2:7])=[CH:6][CH:7]=2)=[CH:29][CH:30]=1)[CH:51]=[CH2:52]. The yield is 0.340. (6) The reactants are O1CCCC1.[NH2:6][C:7]1[C:12]([C:13]2[O:17][N:16]=[C:15]([CH2:18][C:19]3[CH:24]=[CH:23][C:22]([OH:25])=[CH:21][CH:20]=3)[CH:14]=2)=[CH:11][CH:10]=[C:9]([NH2:26])[N:8]=1.[OH-].[Na+].[Cl:29][C:30]1[CH:35]=[CH:34][CH:33]=[C:32]([CH2:36]Cl)[N:31]=1. The catalyst is CN(C)C=O. The product is [Cl:29][C:30]1[N:31]=[C:32]([CH2:36][O:25][C:22]2[CH:23]=[CH:24][C:19]([CH2:18][C:15]3[CH:14]=[C:13]([C:12]4[C:7]([NH2:6])=[N:8][C:9]([NH2:26])=[CH:10][CH:11]=4)[O:17][N:16]=3)=[CH:20][CH:21]=2)[CH:33]=[CH:34][CH:35]=1. The yield is 0.370.